Dataset: Catalyst prediction with 721,799 reactions and 888 catalyst types from USPTO. Task: Predict which catalyst facilitates the given reaction. (1) Reactant: [H-].[Na+].[C:3]1([CH3:16])[CH:8]=[CH:7][C:6]([C:9]([NH:11][CH2:12][C:13](=[O:15])[CH3:14])=[O:10])=[CH:5][CH:4]=1.I[CH2:18][CH2:19][CH2:20][CH2:21][CH2:22][CH2:23][O:24][C:25]([CH3:32])([CH3:31])[C:26]([O:28][CH2:29][CH3:30])=[O:27]. Product: [C:13]([CH:12]([NH:11][C:9]([C:6]1[CH:5]=[CH:4][C:3]([CH3:16])=[CH:8][CH:7]=1)=[O:10])[CH2:18][CH2:19][CH2:20][CH2:21][CH2:22][CH2:23][O:24][C:25]([CH3:31])([CH3:32])[C:26]([O:28][CH2:29][CH3:30])=[O:27])(=[O:15])[CH3:14]. The catalyst class is: 9. (2) Reactant: [NH2:1][C:2]1[CH:3]=[CH:4][C:5]([CH3:26])=[C:6]([C:8]([C:10]2[CH:15]=[CH:14][C:13]([NH:16][C:17]3[CH:22]=[CH:21][C:20]([F:23])=[CH:19][C:18]=3[F:24])=[CH:12][C:11]=2[Cl:25])=[O:9])[CH:7]=1.[C:27]([C:29]1[CH:30]=[C:31]([N:35]=[C:36]=[O:37])[CH:32]=[CH:33][CH:34]=1)#[N:28]. Product: [Cl:25][C:11]1[CH:12]=[C:13]([NH:16][C:17]2[CH:22]=[CH:21][C:20]([F:23])=[CH:19][C:18]=2[F:24])[CH:14]=[CH:15][C:10]=1[C:8]([C:6]1[CH:7]=[C:2]([NH:1][C:36]([NH:35][C:31]2[CH:32]=[CH:33][CH:34]=[C:29]([C:27]#[N:28])[CH:30]=2)=[O:37])[CH:3]=[CH:4][C:5]=1[CH3:26])=[O:9]. The catalyst class is: 12. (3) Reactant: [C:1]([O:5][C:6]([C:8]1[C:12]2[CH2:13][C:14]([O:16][CH2:17][CH3:18])=[CH:15][C:11]=2[NH:10][N:9]=1)=[O:7])([CH3:4])([CH3:3])[CH3:2].N1C=CC=CC=1.[C:25]1([CH3:35])[CH:30]=[CH:29][C:28]([S:31](Cl)(=[O:33])=[O:32])=[CH:27][CH:26]=1. Product: [C:1]([O:5][C:6]([C:8]1[C:12]2[CH2:13][C:14]([O:16][CH2:17][CH3:18])=[CH:15][C:11]=2[N:10]([S:31]([C:28]2[CH:29]=[CH:30][C:25]([CH3:35])=[CH:26][CH:27]=2)(=[O:33])=[O:32])[N:9]=1)=[O:7])([CH3:4])([CH3:3])[CH3:2]. The catalyst class is: 2. (4) Reactant: [F:1][C:2]([F:23])([F:22])[C:3]1[CH:17]=[C:16]([C:18]([F:21])([F:20])[F:19])[CH:15]=[CH:14][C:4]=1[CH2:5][N:6]1[CH2:11][CH2:10][CH:9]([CH:12]=O)[CH2:8][CH2:7]1.[OH:24][CH2:25][C:26]([CH3:36])([CH3:35])[CH2:27][NH:28][C:29]1[CH2:33][S:32][C:31](=[O:34])[N:30]=1.C([O-])(=O)C.[NH2+]1CCCCC1. Product: [F:23][C:2]([F:1])([F:22])[C:3]1[CH:17]=[C:16]([C:18]([F:21])([F:20])[F:19])[CH:15]=[CH:14][C:4]=1[CH2:5][N:6]1[CH2:11][CH2:10][CH:9]([CH:12]=[C:33]2[S:32][C:31](=[O:34])[N:30]=[C:29]2[NH:28][CH2:27][C:26]([CH3:36])([CH3:35])[CH2:25][OH:24])[CH2:8][CH2:7]1. The catalyst class is: 41.